From a dataset of CYP2C19 inhibition data for predicting drug metabolism from PubChem BioAssay. Regression/Classification. Given a drug SMILES string, predict its absorption, distribution, metabolism, or excretion properties. Task type varies by dataset: regression for continuous measurements (e.g., permeability, clearance, half-life) or binary classification for categorical outcomes (e.g., BBB penetration, CYP inhibition). Dataset: cyp2c19_veith. The result is 0 (non-inhibitor). The compound is Cc1onc(C(=O)/C=C/N(C)C)c1C(=O)Nc1nccs1.